From a dataset of CYP2C9 inhibition data for predicting drug metabolism from PubChem BioAssay. Regression/Classification. Given a drug SMILES string, predict its absorption, distribution, metabolism, or excretion properties. Task type varies by dataset: regression for continuous measurements (e.g., permeability, clearance, half-life) or binary classification for categorical outcomes (e.g., BBB penetration, CYP inhibition). Dataset: cyp2c9_veith. (1) The drug is Cc1noc(C)c1C(=O)N1CCC2(CCN(Cc3ccncc3)CC2)CC1. The result is 0 (non-inhibitor). (2) The drug is COc1ccc(-n2c(=O)c(-c3cccc(C#N)c3)nc3cnc(N4CCNCC4)nc32)cc1. The result is 0 (non-inhibitor). (3) The drug is CCNc1ncc2nc(-c3ccc(Cl)cc3)c(=O)n(CCC#N)c2n1. The result is 0 (non-inhibitor). (4) The drug is Fc1ccc(Nc2ncncc2-c2ccoc2)cc1. The result is 0 (non-inhibitor).